Task: Predict the product of the given reaction.. Dataset: Forward reaction prediction with 1.9M reactions from USPTO patents (1976-2016) Given the reactants [CH3:1][C:2]1[S:6][CH:5]=[N:4][C:3]=1[C:7]([O:9]C)=[O:8].[OH-].[Na+].Cl, predict the reaction product. The product is: [CH3:1][C:2]1[S:6][CH:5]=[N:4][C:3]=1[C:7]([OH:9])=[O:8].